Dataset: NCI-60 drug combinations with 297,098 pairs across 59 cell lines. Task: Regression. Given two drug SMILES strings and cell line genomic features, predict the synergy score measuring deviation from expected non-interaction effect. (1) Drug 1: C1CCC(C1)C(CC#N)N2C=C(C=N2)C3=C4C=CNC4=NC=N3. Drug 2: C1CCC(CC1)NC(=O)N(CCCl)N=O. Cell line: NCI-H460. Synergy scores: CSS=23.8, Synergy_ZIP=-1.28, Synergy_Bliss=8.38, Synergy_Loewe=4.32, Synergy_HSA=7.49. (2) Drug 1: CC1C(C(CC(O1)OC2CC(CC3=C2C(=C4C(=C3O)C(=O)C5=C(C4=O)C(=CC=C5)OC)O)(C(=O)C)O)N)O.Cl. Drug 2: CNC(=O)C1=NC=CC(=C1)OC2=CC=C(C=C2)NC(=O)NC3=CC(=C(C=C3)Cl)C(F)(F)F. Cell line: OVCAR-4. Synergy scores: CSS=8.06, Synergy_ZIP=-6.85, Synergy_Bliss=-3.75, Synergy_Loewe=-7.07, Synergy_HSA=-4.95. (3) Synergy scores: CSS=29.1, Synergy_ZIP=-8.28, Synergy_Bliss=-6.84, Synergy_Loewe=-19.2, Synergy_HSA=-4.21. Drug 2: C1=NC(=NC(=O)N1C2C(C(C(O2)CO)O)O)N. Cell line: CAKI-1. Drug 1: CC12CCC3C(C1CCC2=O)CC(=C)C4=CC(=O)C=CC34C. (4) Drug 1: CC1=C(N=C(N=C1N)C(CC(=O)N)NCC(C(=O)N)N)C(=O)NC(C(C2=CN=CN2)OC3C(C(C(C(O3)CO)O)O)OC4C(C(C(C(O4)CO)O)OC(=O)N)O)C(=O)NC(C)C(C(C)C(=O)NC(C(C)O)C(=O)NCCC5=NC(=CS5)C6=NC(=CS6)C(=O)NCCC[S+](C)C)O. Drug 2: CC1C(C(CC(O1)OC2CC(CC3=C2C(=C4C(=C3O)C(=O)C5=C(C4=O)C(=CC=C5)OC)O)(C(=O)CO)O)N)O.Cl. Cell line: LOX IMVI. Synergy scores: CSS=52.6, Synergy_ZIP=-5.19, Synergy_Bliss=-10.0, Synergy_Loewe=-5.26, Synergy_HSA=-3.93. (5) Drug 1: C1=NC2=C(N1)C(=S)N=C(N2)N. Drug 2: CN(CC1=CN=C2C(=N1)C(=NC(=N2)N)N)C3=CC=C(C=C3)C(=O)NC(CCC(=O)O)C(=O)O. Cell line: NCI-H460. Synergy scores: CSS=59.0, Synergy_ZIP=-4.60, Synergy_Bliss=-5.99, Synergy_Loewe=-3.31, Synergy_HSA=-1.14.